This data is from Full USPTO retrosynthesis dataset with 1.9M reactions from patents (1976-2016). The task is: Predict the reactants needed to synthesize the given product. The reactants are: [F:1][C:2]1[CH:7]=[C:6]([F:8])[CH:5]=[CH:4][C:3]=1[NH:9][C:10]1[CH:15]=[CH:14][C:13]([C:16]([C:18]2[CH:23]=[C:22]([O:24][CH2:25][CH2:26][CH2:27][OH:28])[CH:21]=[CH:20][C:19]=2[CH3:29])=[O:17])=[C:12]([N+:30]([O-])=O)[CH:11]=1. Given the product [NH2:30][C:12]1[CH:11]=[C:10]([NH:9][C:3]2[CH:4]=[CH:5][C:6]([F:8])=[CH:7][C:2]=2[F:1])[CH:15]=[CH:14][C:13]=1[C:16]([C:18]1[CH:23]=[C:22]([O:24][CH2:25][CH2:26][CH2:27][OH:28])[CH:21]=[CH:20][C:19]=1[CH3:29])=[O:17], predict the reactants needed to synthesize it.